Dataset: Peptide-MHC class I binding affinity with 185,985 pairs from IEDB/IMGT. Task: Regression. Given a peptide amino acid sequence and an MHC pseudo amino acid sequence, predict their binding affinity value. This is MHC class I binding data. The peptide sequence is LIPCRDVVL. The MHC is HLA-B08:01 with pseudo-sequence HLA-B08:01. The binding affinity (normalized) is 0.491.